Dataset: Ames mutagenicity test results for genotoxicity prediction. Task: Regression/Classification. Given a drug SMILES string, predict its toxicity properties. Task type varies by dataset: regression for continuous values (e.g., LD50, hERG inhibition percentage) or binary classification for toxic/non-toxic outcomes (e.g., AMES mutagenicity, cardiotoxicity, hepatotoxicity). Dataset: ames. (1) The result is 1 (mutagenic). The compound is OCc1cc2ccc3cccc4ccc(c1)c2c34. (2) The drug is CC(=O)CCOOCCC(C)=O. The result is 0 (non-mutagenic). (3) The compound is COc1cc2c(c3oc(=O)c4c(c13)CCC4=O)[C@@H]1C=CO[C@@H]1O2. The result is 1 (mutagenic).